The task is: Predict which catalyst facilitates the given reaction.. This data is from Catalyst prediction with 721,799 reactions and 888 catalyst types from USPTO. (1) Reactant: [CH3:1][O:2][C:3](=[O:14])[C:4]1[CH:9]=[C:8]([CH3:10])[CH:7]=[CH:6][C:5]=1[N+:11]([O-:13])=[O:12].[Br:15]N1C(=O)CCC1=O.C(OOC(=O)C1C=CC=CC=1)(=O)C1C=CC=CC=1. Product: [CH3:1][O:2][C:3](=[O:14])[C:4]1[CH:9]=[C:8]([CH2:10][Br:15])[CH:7]=[CH:6][C:5]=1[N+:11]([O-:13])=[O:12]. The catalyst class is: 53. (2) Reactant: [C:1]([C:3]1[N:8]=[CH:7][C:6]([N:9]2[C:16](=[O:17])[C:12]3([CH2:15][CH2:14][CH2:13]3)[N:11]([C:18]3[CH:26]=[CH:25][C:21]([C:22](O)=[O:23])=[C:20]([F:27])[CH:19]=3)[C:10]2=[S:28])=[CH:5][C:4]=1[C:29]([F:32])([F:31])[F:30])#[N:2].[CH2:33]([NH2:40])[C:34]1[CH:39]=[CH:38][CH:37]=[CH:36][CH:35]=1.CN(C(ON1N=NC2C=CC=NC1=2)=[N+](C)C)C.F[P-](F)(F)(F)(F)F.CCN(C(C)C)C(C)C. Product: [CH2:33]([NH:40][C:22](=[O:23])[C:21]1[CH:25]=[CH:26][C:18]([N:11]2[C:10](=[S:28])[N:9]([C:6]3[CH:7]=[N:8][C:3]([C:1]#[N:2])=[C:4]([C:29]([F:31])([F:30])[F:32])[CH:5]=3)[C:16](=[O:17])[C:12]32[CH2:15][CH2:14][CH2:13]3)=[CH:19][C:20]=1[F:27])[C:34]1[CH:39]=[CH:38][CH:37]=[CH:36][CH:35]=1. The catalyst class is: 3. (3) Reactant: ClC1C=C([C:9]2[N:13]3[C:14]4[N:22]=[C:21]([O:23][CH3:24])[CH:20]=[CH:19][C:15]=4[N:16]=[C:17]([CH3:18])[C:12]3=[C:11]([CH3:25])[N:10]=2)C=C(Cl)C=1.O1CCOC[CH2:27]1.[Cl:32][C:33]1[CH:38]=[CH:37][CH:36]=[CH:35][C:34]=1B(O)O.C(=O)([O-])[O-].[K+].[K+]. Product: [Cl:32][C:33]1[CH:38]=[C:37]([CH3:27])[CH:36]=[CH:35][C:34]=1[C:9]1[N:13]2[C:14]3[N:22]=[C:21]([O:23][CH3:24])[CH:20]=[CH:19][C:15]=3[N:16]=[C:17]([CH3:18])[C:12]2=[C:11]([CH3:25])[N:10]=1. The catalyst class is: 103. (4) Reactant: [Cl:1][C:2]1[CH:3]=[C:4]([C:10]2[C:11]([CH3:26])=[N:12][N:13]([CH2:16][C:17]3[CH:22]=[CH:21][C:20]([C:23](=[S:25])[NH2:24])=[CH:19][CH:18]=3)[C:14]=2[CH3:15])[CH:5]=[CH:6][C:7]=1[C:8]#[N:9].Br[CH2:28][C:29](=O)[CH3:30].O. Product: [Cl:1][C:2]1[CH:3]=[C:4]([C:10]2[C:11]([CH3:26])=[N:12][N:13]([CH2:16][C:17]3[CH:18]=[CH:19][C:20]([C:23]4[S:25][CH:28]=[C:29]([CH3:30])[N:24]=4)=[CH:21][CH:22]=3)[C:14]=2[CH3:15])[CH:5]=[CH:6][C:7]=1[C:8]#[N:9]. The catalyst class is: 8. (5) Reactant: [Br:1][C:2]1[CH:22]=[N:21][C:5]2=[N:6][C:7]([N:12]3[CH2:17][CH2:16][N:15]4[CH2:18][CH2:19][CH2:20][CH:14]4[CH2:13]3)=[C:8]([NH:10][NH2:11])[N:9]=[C:4]2[CH:3]=1.[CH:23](OC)(OC)OC. Product: [Br:1][C:2]1[CH:22]=[N:21][C:5]2[N:6]=[C:7]([N:12]3[CH2:17][CH2:16][N:15]4[CH2:18][CH2:19][CH2:20][CH:14]4[CH2:13]3)[C:8]3[N:9]([CH:23]=[N:11][N:10]=3)[C:4]=2[CH:3]=1. The catalyst class is: 28. (6) Reactant: [SH:1][C:2]1[CH:3]=[C:4]([CH:9]=[CH:10][CH:11]=1)[C:5]([O:7][CH3:8])=[O:6].[Br:12][C:13]1[C:26]2[C:17](=[N:18][C:19]3[C:24]([C:25]=2Cl)=[CH:23][CH:22]=[C:21]([O:28][CH3:29])[CH:20]=3)[CH:16]=[CH:15][CH:14]=1.[H-].[Na+]. Product: [Br:12][C:13]1[C:26]2[C:17](=[N:18][C:19]3[C:24]([C:25]=2[S:1][C:2]2[CH:3]=[C:4]([CH:9]=[CH:10][CH:11]=2)[C:5]([O:7][CH3:8])=[O:6])=[CH:23][CH:22]=[C:21]([O:28][CH3:29])[CH:20]=3)[CH:16]=[CH:15][CH:14]=1. The catalyst class is: 3. (7) Reactant: [Cl:1][C:2]1[CH:3]=[CH:4][C:5]([N:15]2[CH:19]=[C:18]([C:20]([F:23])([F:22])[F:21])[N:17]=[N:16]2)=[C:6]([C:8]2[N:13]=[CH:12][N:11]=[C:10]([OH:14])[CH:9]=2)[CH:7]=1.CN(C(ON1N=NC2C=CC=NC1=2)=[N+](C)C)C.F[P-](F)(F)(F)(F)F.C1CCN2C(=NCCC2)CC1.N[C@@H:60]1[C:77]2[CH:78]=[C:73]([CH:74]=[CH:75][CH:76]=2)[C:72]2[N:71]=[CH:70][C:69]([C:79]#[N:80])=[CH:68][C:67]=2[NH:66][C:65](=[O:81])[C@H:64]([CH3:82])[CH2:63][CH2:62][CH2:61]1. Product: [Cl:1][C:2]1[CH:3]=[CH:4][C:5]([N:15]2[CH:19]=[C:18]([C:20]([F:21])([F:23])[F:22])[N:17]=[N:16]2)=[C:6]([C:8]2[N:13]=[CH:12][N:11]([C@@H:60]3[C:77]4[CH:78]=[C:73]([CH:74]=[CH:75][CH:76]=4)[C:72]4[N:71]=[CH:70][C:69]([C:79]#[N:80])=[CH:68][C:67]=4[NH:66][C:65](=[O:81])[C@H:64]([CH3:82])[CH2:63][CH2:62][CH2:61]3)[C:10](=[O:14])[CH:9]=2)[CH:7]=1. The catalyst class is: 444. (8) Reactant: [H-].[Na+].[CH2:3]([O:10][C:11]1[CH:16]=[CH:15][C:14]([C:17]([OH:26])([C:22]([F:25])([F:24])[F:23])[C:18]([F:21])([F:20])[F:19])=[CH:13][C:12]=1[CH2:27][CH2:28][CH3:29])[C:4]1[CH:9]=[CH:8][CH:7]=[CH:6][CH:5]=1.[CH3:30][O:31][CH2:32]Cl.O. Product: [CH2:3]([O:10][C:11]1[CH:16]=[CH:15][C:14]([C:17]([O:26][CH2:30][O:31][CH3:32])([C:18]([F:19])([F:20])[F:21])[C:22]([F:23])([F:24])[F:25])=[CH:13][C:12]=1[CH2:27][CH2:28][CH3:29])[C:4]1[CH:5]=[CH:6][CH:7]=[CH:8][CH:9]=1. The catalyst class is: 7.